From a dataset of NCI-60 drug combinations with 297,098 pairs across 59 cell lines. Regression. Given two drug SMILES strings and cell line genomic features, predict the synergy score measuring deviation from expected non-interaction effect. (1) Drug 1: C1CCC(C1)C(CC#N)N2C=C(C=N2)C3=C4C=CNC4=NC=N3. Drug 2: CN(C)N=NC1=C(NC=N1)C(=O)N. Cell line: SK-OV-3. Synergy scores: CSS=12.5, Synergy_ZIP=-0.242, Synergy_Bliss=1.28, Synergy_Loewe=0.663, Synergy_HSA=1.79. (2) Drug 1: C1CC(C1)(C(=O)O)C(=O)O.[NH2-].[NH2-].[Pt+2]. Drug 2: CCCCC(=O)OCC(=O)C1(CC(C2=C(C1)C(=C3C(=C2O)C(=O)C4=C(C3=O)C=CC=C4OC)O)OC5CC(C(C(O5)C)O)NC(=O)C(F)(F)F)O. Cell line: NCI-H322M. Synergy scores: CSS=-0.0990, Synergy_ZIP=-5.78, Synergy_Bliss=-6.53, Synergy_Loewe=-22.7, Synergy_HSA=-9.52. (3) Drug 1: C#CCC(CC1=CN=C2C(=N1)C(=NC(=N2)N)N)C3=CC=C(C=C3)C(=O)NC(CCC(=O)O)C(=O)O. Drug 2: C(CCl)NC(=O)N(CCCl)N=O. Cell line: K-562. Synergy scores: CSS=12.1, Synergy_ZIP=-9.05, Synergy_Bliss=-7.92, Synergy_Loewe=-5.87, Synergy_HSA=-4.68. (4) Drug 1: CC1CC(C(C(C=C(C(C(C=CC=C(C(=O)NC2=CC(=O)C(=C(C1)C2=O)OC)C)OC)OC(=O)N)C)C)O)OC. Drug 2: CCC1=C2N=C(C=C(N2N=C1)NCC3=C[N+](=CC=C3)[O-])N4CCCCC4CCO. Cell line: T-47D. Synergy scores: CSS=25.2, Synergy_ZIP=2.36, Synergy_Bliss=2.67, Synergy_Loewe=-3.97, Synergy_HSA=2.77.